This data is from Drug-target binding data from BindingDB using IC50 measurements. The task is: Regression. Given a target protein amino acid sequence and a drug SMILES string, predict the binding affinity score between them. We predict pIC50 (pIC50 = -log10(IC50 in M); higher means more potent). Dataset: bindingdb_ic50. (1) The small molecule is COc1cc(CCc2cnc(N)nc2N)cc(OC)c1OC. The target protein sequence is MSEKNVSIVVAASVLSSGIGINGQLPWSISEDLKFFSKITNNKCDSNKKNALIMGRKTWDSIGRRPLKNRIIVVISSSLPQDEADPNVVVFRNLEDSIENLMNDDSIENIFVCGGESIYRDALKDNFVDRIYLTRVALEDIEFDTYFPEIPETFLPVYMSQTFCTKNISYDFMIFEKQEKKTLQNCDPARGQLKSIDDTVDLLGEIFGIRKMGNRHKFPKEEIYNTPSIRFGREHYEFQYLDLLSRVLENGAYRENRTGISTYSIFGQMMRFDMRESFPLLTTKKVAIRSIFEELIWFIKGDTNGNHLIEKKVYIWSGNGSKEYLERIGLGHREENDLGPIYGFQWRHYNGEYKTMHDDYTGVGVDQLAKLIETLKNNPKDRRHILTAWNPSALSQMALPPCHVLSQYYVTNDNCLSCNLYQRSCDLGLGSPFNIASYAILTMMLAQVCGYEPGELAIFIGDAHIYENHLTQLKEQLSRTPRPFPQLKFKRKVENIEDFK.... The pIC50 is 3.0. (2) The drug is N#Cc1ccc(CNC(=O)Nc2ccc3nnsc3c2)cc1. The target protein sequence is MCSLASGATGGRGAVENEEDLPELSDSGDEAAWEDEDDADLPHGKQQTPCLFCNRLFTSAEETFSHCKSEHQFNIDSMVHKHGLEFYGYIKLINFIRLKNPTVEYMNSIYNPVPWEKEEYLKPVLEDDLLLQFDVEDLYEPVSVPFSYPNGLSENTSVVEKLKHMEARALSAEAALARAREDLQKMKQFAQDFVMHTDVRTCSSSTSVIADLQEDEDGVYFSSYGHYGIHEEMLKDKIRTESYRDFIYQNPHIFKDKVVLDVGCGTGILSMFAAKAGAKKVLGVDQSEILYQAMDIIRLNKLEDTITLIKGKIEEVHLPVEKVDVIISEWMGYFLLFESMLDSVLYAKNKYLAKGGSVYPDICTISLVAVSDVNKHADRIAFWDDVYGFKMSCMKKAVIPEAVVEVLDPKTLISEPCGIKHIDCHTTSISDLEFSSDFTLKITRTSMCTAIAGYFDIYFEKNCHNRVVFSTGPQSTKTHWKQTVFLLEKPFSVKAGEALK.... The pIC50 is 5.7. (3) The drug is O=C(NC[C@@H](O)CO)c1cnn2ccc(N3CCC[C@@H]3c3cc(F)ccc3C(F)(F)F)nc12. The target protein sequence is FRAIIRDLNSLFTPDYELLTENDMLPNMRIGALGFSGAFEDRDPTQFEERHLKFLQQLGKGNFGSVEMCRYDPLQDNTGEVVAVKKLQHSTEEHLRDFEREIEILKSLQHDNIVKYKGVCYSAGRRNLKLIMEYLPYGSLRDYLQKHKERIDHIKLLQYTSQICKGMEYLGTKRYIHRDLATRNILVENENRVKIGDFGLTKVLPQDKEYYKVKEPGESPIFWYAPESLTESKFSVASDVWSFGVVLYELFTYIEKSKSPPAEFMRMIGNDKQGQMIVFHLIELLKNNGRLPRPDGCPDEIYMIMTECWNNNVNQRPSFRDLALRVDQIRDNMAG. The pIC50 is 6.0. (4) The compound is O=C(CCl)c1csc(C(=O)CCl)c1. The target is XTSFAESXKPVQQPSAFGS. The pIC50 is 5.8. (5) The compound is COC(=O)Nc1cc2c(NCc3ccc(OC)c(Cl)c3)ncnc2c(CCO)c1OC. The pIC50 is 8.5. The target protein (Q28156) has sequence MERAGPGSARPQQQWDQDSVEAWLDDHWDFTFSYFVRKGTREMVNAWFAERVHTIPVCKEGIKGHTESCSCPLQPSPRAESSVPGTPTRKISASEFDRPLRPIVIKDSEGTVSFLSDSDKKEQMPLTSPRFDNDEGDQCSRLLELVKDISSHLDVTALCHKIFLHIHGLISADRYSLFLVCEDSSNDKFLISRLFDVAEGSTLEEASNNCIRLEWNKGIVGHVAAFGEPLNIKDAYEDPRFNAEVDQITGYKTQSILCMPIKNHREEVVGVAQAINKKSGNGGTFTEKDEKDFAAYLAFCGIVLHNAQLYETSLLENKRNQVLLDLASLIFEEQQSLEVILKKIAATIISFMQVQKCTIFIVDEDCSDSFSSVFHMECEELEKSSDTLTRERDANRINYMYAQYVKNTMEPLNIPDVSKDKRFPWTNENMGNINQQCIRSLLCTPIKNGKKNKVIGVCQLVNKMEETTGKVKAFNRNDEQFLEAFVIFCGLGIQNTQMYE....